From a dataset of Catalyst prediction with 721,799 reactions and 888 catalyst types from USPTO. Predict which catalyst facilitates the given reaction. (1) Reactant: Cl[C:2]1[C:11]2[C:6](=[CH:7][C:8]([O:14][CH3:15])=[C:9]([O:12][CH3:13])[CH:10]=2)[N:5]=[CH:4][C:3]=1[C:16]([NH2:18])=[O:17].[NH2:19][C:20]1[CH:29]=[CH:28][C:23]([C:24]([O:26][CH3:27])=[O:25])=[C:22](C)[CH:21]=1.[C:31](O)(=O)C.C([O-])(O)=O.[Na+]. Product: [CH3:13][O:12][C:9]1[CH:10]=[C:11]2[C:6](=[CH:7][C:8]=1[O:14][CH3:15])[N:5]=[CH:4][C:3]([C:16]([NH2:18])=[O:17])=[C:2]2[NH:19][C:20]1[CH:21]=[CH:22][C:23]([C:24]([O:26][CH3:27])=[O:25])=[CH:28][C:29]=1[CH3:31]. The catalyst class is: 18. (2) Reactant: Cl[CH2:2][C:3]([NH:5][C:6]1[CH:14]=[C:13]2[C:9]([CH:10]=[N:11][NH:12]2)=[CH:8][CH:7]=1)=[O:4].[F:15][C:16]1[CH:28]=[CH:27][C:19]([CH2:20][CH:21]2[CH2:26][CH2:25][NH:24][CH2:23][CH2:22]2)=[CH:18][CH:17]=1. Product: [F:15][C:16]1[CH:17]=[CH:18][C:19]([CH2:20][CH:21]2[CH2:22][CH2:23][N:24]([CH2:2][C:3]([NH:5][C:6]3[CH:14]=[C:13]4[C:9]([CH:10]=[N:11][NH:12]4)=[CH:8][CH:7]=3)=[O:4])[CH2:25][CH2:26]2)=[CH:27][CH:28]=1. The catalyst class is: 27. (3) Reactant: [CH2:1]([O:8][C:9]1[CH:18]=[C:17]2[C:12]([C:13]([OH:24])=[CH:14][C:15]([C:19]([O:21][CH2:22][CH3:23])=[O:20])=[CH:16]2)=[CH:11][CH:10]=1)[C:2]1[CH:7]=[CH:6][CH:5]=[CH:4][CH:3]=1.N1C=CC=CC=1.[O:31](S(C(F)(F)F)(=O)=O)[S:32]([C:35]([F:38])([F:37])[F:36])(=O)=[O:33].[NH4+].[Cl-]. Product: [CH2:1]([O:8][C:9]1[CH:18]=[C:17]2[C:12]([C:13]([O:24][S:32]([C:35]([F:38])([F:37])[F:36])(=[O:33])=[O:31])=[CH:14][C:15]([C:19]([O:21][CH2:22][CH3:23])=[O:20])=[CH:16]2)=[CH:11][CH:10]=1)[C:2]1[CH:3]=[CH:4][CH:5]=[CH:6][CH:7]=1. The catalyst class is: 2. (4) Reactant: [Cl:1][C:2]1[CH:3]=[C:4]2[C:8](=[C:9]([C:11]([OH:13])=O)[CH:10]=1)[NH:7][CH:6]=[CH:5]2.CN(C(ON1N=NC2C=CC=CC1=2)=[N+](C)C)C.[B-](F)(F)(F)F.C(N(CC)C(C)C)(C)C.[C:45]([C:49]1[CH:69]=[CH:68][C:52]([CH2:53][NH:54][CH2:55][CH2:56][C:57]2[CH:62]=[CH:61][CH:60]=[C:59]([O:63][C:64]([F:67])([F:66])[F:65])[CH:58]=2)=[CH:51][CH:50]=1)([CH3:48])([CH3:47])[CH3:46]. Product: [C:45]([C:49]1[CH:69]=[CH:68][C:52]([CH2:53][N:54]([CH2:55][CH2:56][C:57]2[CH:62]=[CH:61][CH:60]=[C:59]([O:63][C:64]([F:67])([F:66])[F:65])[CH:58]=2)[C:11]([C:9]2[CH:10]=[C:2]([Cl:1])[CH:3]=[C:4]3[C:8]=2[NH:7][CH:6]=[CH:5]3)=[O:13])=[CH:51][CH:50]=1)([CH3:48])([CH3:46])[CH3:47]. The catalyst class is: 18.